Task: Binary Classification. Given a drug SMILES string, predict its activity (active/inactive) in a high-throughput screening assay against a specified biological target.. Dataset: Cav3 T-type calcium channel HTS with 100,875 compounds (1) The drug is s1cc(nc1c1ccncc1)C(=O)Nc1cc(C(=O)Nc2cc(c(CN3CCN(CC3)CC)cc2)C(F)(F)F)ccc1C. The result is 0 (inactive). (2) The drug is s1c2nc(ccc2c(N)c1C(=O)N)c1occc1. The result is 0 (inactive). (3) The compound is S(C(CC)C(O)=O)c1[nH]c(c2ccccc2)cc(=O)n1. The result is 0 (inactive). (4) The result is 0 (inactive). The molecule is O=C1N(C(=O)NC1(c1ccc(cc1)C)C)CC(=O)Nc1noc(c1)C.